Dataset: NCI-60 drug combinations with 297,098 pairs across 59 cell lines. Task: Regression. Given two drug SMILES strings and cell line genomic features, predict the synergy score measuring deviation from expected non-interaction effect. Drug 1: CCC1(CC2CC(C3=C(CCN(C2)C1)C4=CC=CC=C4N3)(C5=C(C=C6C(=C5)C78CCN9C7C(C=CC9)(C(C(C8N6C=O)(C(=O)OC)O)OC(=O)C)CC)OC)C(=O)OC)O.OS(=O)(=O)O. Drug 2: COCCOC1=C(C=C2C(=C1)C(=NC=N2)NC3=CC=CC(=C3)C#C)OCCOC.Cl. Cell line: MDA-MB-435. Synergy scores: CSS=19.6, Synergy_ZIP=0.767, Synergy_Bliss=2.69, Synergy_Loewe=-8.85, Synergy_HSA=-1.02.